The task is: Predict the reaction yield, written as a fraction of the theoretical maximum amount of product (1.0 means a 100% yield; for example, 0.34 means a 34% yield).. This data is from Reaction yield outcomes from USPTO patents with 853,638 reactions. (1) The reactants are [NH2:1][C:2]1[N:3]=[CH:4][C:5]([C:18]2[CH:39]=[CH:38][C:21]([C:22]([N:24]3[CH2:30][CH2:29][CH2:28][N:27](C(OC(C)(C)C)=O)[CH2:26][CH2:25]3)=[O:23])=[CH:20][CH:19]=2)=[N:6][C:7]=1[C:8]1[NH:12][C:11]2[CH:13]=[C:14]([CH3:17])[CH:15]=[CH:16][C:10]=2[N:9]=1.C(O)(C(F)(F)F)=O. The catalyst is C(Cl)Cl. The product is [NH2:1][C:2]1[N:3]=[CH:4][C:5]([C:18]2[CH:39]=[CH:38][C:21]([C:22]([N:24]3[CH2:30][CH2:29][CH2:28][NH:27][CH2:26][CH2:25]3)=[O:23])=[CH:20][CH:19]=2)=[N:6][C:7]=1[C:8]1[NH:12][C:11]2[CH:13]=[C:14]([CH3:17])[CH:15]=[CH:16][C:10]=2[N:9]=1. The yield is 0.990. (2) The reactants are [CH2:1]([O:3][C:4]([C:6]1[CH:7]=[C:8]2[C:13](=[CH:14][CH:15]=1)[NH:12][CH:11]([C:16]1[CH2:17][C:18](=[C:22]=[O:23])[CH:19]=[CH:20][CH:21]=1)[C:10]([CH3:25])([CH3:24])[CH2:9]2)=[O:5])[CH3:2].[C:26]1([NH2:32])[CH:31]=[CH:30][CH:29]=[CH:28][CH:27]=1.CN(C(ON1N=NC2C=CC=NC1=2)=[N+](C)C)C.F[P-](F)(F)(F)(F)F.C(N(CC)CC)C. The catalyst is ClCCl. The product is [CH2:1]([O:3][C:4]([C:6]1[CH:7]=[C:8]2[C:13](=[CH:14][CH:15]=1)[NH:12][CH:11]([C:16]1[CH:21]=[CH:20][CH:19]=[C:18]([C:22](=[O:23])[NH:32][C:26]3[CH:31]=[CH:30][CH:29]=[CH:28][CH:27]=3)[CH:17]=1)[C:10]([CH3:24])([CH3:25])[CH2:9]2)=[O:5])[CH3:2]. The yield is 0.930. (3) The reactants are [H-].[Na+].[NH2:3][CH:4]([CH:7]([CH3:9])[CH3:8])[CH2:5]O.[Cl:10][C:11]1[CH:16]=[C:15]([Cl:17])[CH:14]=[C:13]([Cl:18])[C:12]=1[S:19](Cl)(=[O:21])=[O:20].[Cl-].[NH4+]. The catalyst is C1COCC1. The product is [CH:7]([CH:4]1[CH2:5][N:3]1[S:19]([C:12]1[C:13]([Cl:18])=[CH:14][C:15]([Cl:17])=[CH:16][C:11]=1[Cl:10])(=[O:21])=[O:20])([CH3:9])[CH3:8]. The yield is 0.450. (4) The yield is 0.640. The reactants are [C:1]([O:5][C:6]([N:8]1[CH2:12][CH2:11][CH2:10][CH:9]1[C:13](=[O:29])[NH:14][C:15]([C:22]1[CH:27]=[CH:26][C:25]([Br:28])=[CH:24][CH:23]=1)([C:17](OCC)=[O:18])[CH3:16])=[O:7])([CH3:4])([CH3:3])[CH3:2].[NH3:30]. The product is [C:1]([O:5][C:6]([N:8]1[CH2:12][CH2:11][CH2:10][CH:9]1[C:13](=[O:29])[NH:14][C:15]([C:22]1[CH:27]=[CH:26][C:25]([Br:28])=[CH:24][CH:23]=1)([C:17](=[O:18])[NH2:30])[CH3:16])=[O:7])([CH3:3])([CH3:2])[CH3:4]. The catalyst is C(O)C. (5) The reactants are O.[OH-].[Li+].[C:4]1(/[C:10](=[N:17]/[O:18][CH2:19][C:20]2[CH:25]=[CH:24][C:23]([O:26][CH2:27][C:28]3[CH:37]=[CH:36][C:35]4[C:30](=[CH:31][CH:32]=[CH:33][CH:34]=4)[N:29]=3)=[CH:22][CH:21]=2)/[CH2:11][CH2:12][C:13]([O:15]C)=[O:14])[CH:9]=[CH:8][CH:7]=[CH:6][CH:5]=1.O.Cl. The catalyst is O1CCCC1.CO. The product is [C:4]1(/[C:10](=[N:17]/[O:18][CH2:19][C:20]2[CH:25]=[CH:24][C:23]([O:26][CH2:27][C:28]3[CH:37]=[CH:36][C:35]4[C:30](=[CH:31][CH:32]=[CH:33][CH:34]=4)[N:29]=3)=[CH:22][CH:21]=2)/[CH2:11][CH2:12][C:13]([OH:15])=[O:14])[CH:5]=[CH:6][CH:7]=[CH:8][CH:9]=1. The yield is 0.830.